From a dataset of Peptide-MHC class I binding affinity with 185,985 pairs from IEDB/IMGT. Regression. Given a peptide amino acid sequence and an MHC pseudo amino acid sequence, predict their binding affinity value. This is MHC class I binding data. The peptide sequence is ATPYDINIML. The MHC is Mamu-A01 with pseudo-sequence Mamu-A01. The binding affinity (normalized) is 0.836.